The task is: Predict the product of the given reaction.. This data is from Forward reaction prediction with 1.9M reactions from USPTO patents (1976-2016). Given the reactants [Br:1][C:2]1[CH:15]=[CH:14][C:5]2[N:6]=[C:7]([CH:9]3[CH2:12][C:11](=[O:13])[CH2:10]3)[S:8][C:4]=2[CH:3]=1.CCC(C)[BH-](C(C)CC)C(C)CC.[Li+], predict the reaction product. The product is: [Br:1][C:2]1[CH:15]=[CH:14][C:5]2[N:6]=[C:7]([C@@H:9]3[CH2:10][C@H:11]([OH:13])[CH2:12]3)[S:8][C:4]=2[CH:3]=1.